Task: Predict the reaction yield, written as a fraction of the theoretical maximum amount of product (1.0 means a 100% yield; for example, 0.34 means a 34% yield).. Dataset: Reaction yield outcomes from USPTO patents with 853,638 reactions (1) The reactants are [N:1]1[C:8]([Cl:9])=[N:7][C:5]([Cl:6])=[N:4][C:2]=1Cl.Cl[C:11]1[CH:12]=[C:13]([CH:16]=[CH:17][C:18]=1[NH2:19])[O:14][CH3:15].[OH-].[Na+].[ClH:22]. The catalyst is CC(C)=O. The product is [Cl:22][C:12]1[CH:11]=[C:18]([NH:19][C:2]2[N:1]=[C:8]([Cl:9])[N:7]=[C:5]([Cl:6])[N:4]=2)[CH:17]=[CH:16][C:13]=1[O:14][CH3:15]. The yield is 0.960. (2) The reactants are [CH3:1][O:2][C:3]1[CH:8]=[CH:7][C:6]([N:9]2[C:13]3=[C:14]4[C:18](=[CH:19][CH:20]=[C:12]3[C:11]([C:21]([O:23]CC)=[O:22])=[N:10]2)[NH:17][N:16]=[CH:15]4)=[CH:5][CH:4]=1.[OH-].[Na+].Cl. The catalyst is CO. The product is [CH3:1][O:2][C:3]1[CH:8]=[CH:7][C:6]([N:9]2[C:13]3=[C:14]4[C:18](=[CH:19][CH:20]=[C:12]3[C:11]([C:21]([OH:23])=[O:22])=[N:10]2)[NH:17][N:16]=[CH:15]4)=[CH:5][CH:4]=1. The yield is 0.980. (3) No catalyst specified. The product is [CH:19]1([S:15][C:10]2[C:9]([C:6]3[CH:5]=[CH:4][C:3]([O:2][CH3:1])=[CH:8][CH:7]=3)=[CH:14][CH:13]=[CH:12][N:11]=2)[CH2:22][CH2:21][CH2:20]1. The reactants are [CH3:1][O:2][C:3]1[CH:8]=[CH:7][C:6]([C:9]2[C:10]([SH:15])=[N:11][CH:12]=[CH:13][CH:14]=2)=[CH:5][CH:4]=1.[H-].[Na+].Br[CH:19]1[CH2:22][CH2:21][CH2:20]1. The yield is 0.240. (4) The reactants are [N:1]1[C:5]2[CH:6]=[CH:7][CH:8]=[CH:9][C:4]=2[NH:3][CH:2]=1.[CH:10]#[C:11][CH3:12].ON1[C:18]2[CH:19]=[CH:20][CH:21]=[CH:22][C:17]=2N=N1.[OH2:23]. No catalyst specified. The product is [NH:1]1[C:5]2[CH:6]=[CH:7][C:8]([C:2]([N:1]3[CH2:5][CH2:4][CH2:9][C@@H:10]4[C:19]5[CH:18]=[C:17]([C:6]#[C:7][CH3:8])[CH:22]=[CH:21][C:20]=5[CH2:12][C@H:11]34)=[O:23])=[CH:9][C:4]=2[N:3]=[CH:2]1. The yield is 0.300. (5) The reactants are [NH2:1][C:2]1[CH:7]=[C:6]([C:8]([F:11])([F:10])[F:9])[CH:5]=[CH:4][C:3]=1[OH:12].[Br:13][C:14]1[CH:19]=[CH:18][C:17]([N:20]=[C:21]=S)=[CH:16][CH:15]=1.Cl.CN(C)CCCN=C=NCC. The catalyst is C(O)C. The product is [Br:13][C:14]1[CH:19]=[CH:18][C:17]([NH:20][C:21]2[O:12][C:3]3[CH:4]=[CH:5][C:6]([C:8]([F:9])([F:10])[F:11])=[CH:7][C:2]=3[N:1]=2)=[CH:16][CH:15]=1. The yield is 0.620. (6) The reactants are [CH:1]1([C:7]([N:9]([CH2:24][C:25]2[CH:30]=[CH:29][C:28]([O:31]S(C3C=CC(C)=CC=3)(=O)=O)=[CH:27][CH:26]=2)[C:10]2[CH:15]=[CH:14][C:13]([O:16][CH2:17][CH2:18][N:19]3[CH2:23][CH2:22][CH2:21][CH2:20]3)=[CH:12][CH:11]=2)=[O:8])[CH2:6][CH2:5][CH2:4][CH2:3][CH2:2]1.[OH-].[Na+]. The catalyst is CO. The product is [OH:31][C:28]1[CH:27]=[CH:26][C:25]([CH2:24][N:9]([C:10]2[CH:15]=[CH:14][C:13]([O:16][CH2:17][CH2:18][N:19]3[CH2:23][CH2:22][CH2:21][CH2:20]3)=[CH:12][CH:11]=2)[C:7]([CH:1]2[CH2:6][CH2:5][CH2:4][CH2:3][CH2:2]2)=[O:8])=[CH:30][CH:29]=1. The yield is 0.410. (7) The reactants are [F:1][C:2]([F:12])([F:11])[O:3][C:4]1[CH:10]=[CH:9][C:7]([NH2:8])=[CH:6][CH:5]=1.P(=O)(O)(O)O.[N+]([O-])(O)=O.[N:22]([O-])=O.[Na+].C([O-])(=O)C.[K+].[C:31]([CH2:34][C:35](=[O:37])[CH3:36])(=[O:33])[CH3:32]. The catalyst is O.C(O)C. The product is [F:1][C:2]([F:11])([F:12])[O:3][C:4]1[CH:10]=[CH:9][C:7]([NH:8][N:22]=[C:34]([C:35](=[O:37])[CH3:36])[C:31](=[O:33])[CH3:32])=[CH:6][CH:5]=1. The yield is 0.880. (8) The reactants are [CH3:1][O:2][C:3]1[CH:4]=[C:5]([C:13]2[CH:14]=[C:15]3[CH2:21][C:20](=[O:22])[NH:19][C:16]3=[N:17][CH:18]=2)[CH:6]=[C:7]([O:11][CH3:12])[C:8]=1[O:9][CH3:10].CN(CCN(C)C)C.[Li][CH2:32][CH2:33][CH2:34][CH3:35].[CH2:36](Br)[C:37]1[CH:42]=[CH:41][CH:40]=[CH:39][CH:38]=1.[CH2:44]1[CH2:48]OC[CH2:45]1. The yield is 0.380. The product is [CH2:35]([C:21]1([CH2:36][C:37]2[CH:42]=[CH:41][CH:40]=[CH:39][CH:38]=2)[C:15]2[C:16](=[N:17][CH:18]=[C:13]([C:5]3[CH:6]=[C:7]([O:11][CH3:12])[C:8]([O:9][CH3:10])=[C:3]([O:2][CH3:1])[CH:4]=3)[CH:14]=2)[NH:19][C:20]1=[O:22])[C:34]1[CH:48]=[CH:44][CH:45]=[CH:32][CH:33]=1. No catalyst specified. (9) The reactants are [CH2:1]=[C:2]1[O:6][C:4](=[O:5])[CH2:3]1.[CH2:7]([NH2:15])[CH2:8][C:9]1[CH:14]=[CH:13][CH:12]=[CH:11][CH:10]=1. The catalyst is CCOCC. The product is [O:6]=[C:2]([CH3:1])[CH2:3][C:4]([NH:15][CH2:7][CH2:8][C:9]1[CH:14]=[CH:13][CH:12]=[CH:11][CH:10]=1)=[O:5]. The yield is 0.930.